Task: Predict the reaction yield, written as a fraction of the theoretical maximum amount of product (1.0 means a 100% yield; for example, 0.34 means a 34% yield).. Dataset: Reaction yield outcomes from USPTO patents with 853,638 reactions (1) The reactants are Br[C:2]1[C:3]([F:17])=[C:4]2[O:8][C:7]([CH:9]3[CH2:11][CH2:10]3)=[N:6][C:5]2=[C:12]([C:15]#[N:16])[C:13]=1[CH3:14].C([Sn](CCCC)(CCCC)[C:23]1[S:24][CH:25]=[CH:26][N:27]=1)CCC. The catalyst is C1C=CC=CC=1.Cl[Pd](Cl)([P](C1C=CC=CC=1)(C1C=CC=CC=1)C1C=CC=CC=1)[P](C1C=CC=CC=1)(C1C=CC=CC=1)C1C=CC=CC=1. The product is [CH:9]1([C:7]2[O:8][C:4]3[C:5](=[C:12]([C:15]#[N:16])[C:13]([CH3:14])=[C:2]([C:23]4[S:24][CH:25]=[CH:26][N:27]=4)[C:3]=3[F:17])[N:6]=2)[CH2:11][CH2:10]1. The yield is 0.310. (2) The reactants are CO[C:3](=[O:24])[CH2:4][N:5]1[CH2:9][CH2:8][CH2:7][C@@:6]1([C:11]1[NH:12][C:13]2[CH:14]=[CH:15][CH:16]=[C:17]([C:20]([O:22][CH3:23])=[O:21])[C:18]=2[CH:19]=1)[CH3:10].CS(O)(=O)=O.C([O-])(O)=O.[Na+]. The catalyst is O. The product is [CH3:10][C@@:6]12[C:11]3[NH:12][C:13]4[CH:14]=[CH:15][CH:16]=[C:17]([C:20]([O:22][CH3:23])=[O:21])[C:18]=4[C:19]=3[C:3](=[O:24])[CH2:4][N:5]1[CH2:9][CH2:8][CH2:7]2. The yield is 0.440. (3) The reactants are Br[C:2]1[CH:10]=[CH:9][CH:8]=[C:7]2[C:3]=1[C:4]1([C:22]3[C:13](=[CH:14][C:15]4[O:20][CH2:19][CH2:18][O:17][C:16]=4[CH:21]=3)[O:12][CH2:11]1)[CH2:5][NH:6]2.C([Li])(C)(C)C.B(OC)(OC)[O:29]C.OO.[OH2:37]. The catalyst is O1CCCC1. The product is [OH:37][C:2]1[CH:10]=[CH:9][CH:8]=[C:7]2[C:3]=1[C:4]1([C:22]3[C:13](=[CH:14][C:15]4[O:20][CH2:19][CH2:18][O:17][C:16]=4[CH:21]=3)[O:12][CH2:11]1)[C:5](=[O:29])[NH:6]2. The yield is 0.0200. (4) The reactants are [CH3:1][Si:2]([CH3:10])([CH3:9])[CH2:3][C@@H:4]([C:6]([OH:8])=[O:7])[NH2:5].B(F)(F)F.CO.[CH:17]1C=C2C(C(O)(O)C(=O)C2=CC=1)=O.C([O-])([O-])=O.[Na+].[Na+]. The catalyst is C(O)C.O.CCOC(C)=O.CO.C(Cl)Cl. The product is [CH3:1][Si:2]([CH3:10])([CH3:9])[CH2:3][C@@H:4]([C:6]([O:8][CH3:17])=[O:7])[NH2:5]. The yield is 0.920. (5) The product is [CH3:3][C:4]1[S:13][C:12]2[NH:11][C:10]3[CH:14]=[CH:15][CH:16]=[CH:17][C:9]=3[N:8]=[C:7]([N:18]3[CH2:23][CH2:22][N:21]([CH3:36])[C@@H:20]([CH2:24][CH2:25][C:26]4[C:35]5[C:30](=[CH:31][CH:32]=[CH:33][CH:34]=5)[CH:29]=[CH:28][CH:27]=4)[CH2:19]3)[C:6]=2[CH:5]=1. The reactants are C=O.[CH3:3][C:4]1[S:13][C:12]2[NH:11][C:10]3[CH:14]=[CH:15][CH:16]=[CH:17][C:9]=3[N:8]=[C:7]([N:18]3[CH2:23][CH2:22][NH:21][C@@H:20]([CH2:24][CH2:25][C:26]4[C:35]5[C:30](=[CH:31][CH:32]=[CH:33][CH:34]=5)[CH:29]=[CH:28][CH:27]=4)[CH2:19]3)[C:6]=2[CH:5]=1.[C:36](O[BH-](OC(=O)C)OC(=O)C)(=O)C.[Na+]. The catalyst is C(Cl)Cl.C(=O)(O)[O-].[Na+]. The yield is 0.970. (6) The reactants are Br[C:2]1[CH:3]=[C:4]2[C@:15]3([N:20]=[C:19]([NH2:21])[CH2:18][O:17][CH2:16]3)[C:14]3[CH:13]=[C:12]([Cl:22])[N:11]=[CH:10][C:9]=3[O:8][C:5]2=[CH:6][CH:7]=1.[F:23][C:24]1[C:29](B(O)O)=[CH:28][CH:27]=[CH:26][N:25]=1.P([O-])([O-])([O-])=O.[K+].[K+].[K+]. No catalyst specified. The product is [Cl:22][C:12]1[N:11]=[CH:10][C:9]2[O:8][C:5]3[C:4]([C@:15]4([N:20]=[C:19]([NH2:21])[CH2:18][O:17][CH2:16]4)[C:14]=2[CH:13]=1)=[CH:3][C:2]([C:29]1[C:24]([F:23])=[N:25][CH:26]=[CH:27][CH:28]=1)=[CH:7][CH:6]=3. The yield is 0.950. (7) The reactants are [F:1][C:2]1[CH:3]=[C:4]([CH:8]=[C:9]([Br:11])[CH:10]=1)[CH:5]=[N:6]O. The catalyst is C(#N)C.C([O-])(=O)C.[Cu+2].C([O-])(=O)C. The yield is 0.890. The product is [F:1][C:2]1[CH:3]=[C:4]([CH:8]=[C:9]([Br:11])[CH:10]=1)[C:5]#[N:6].